Task: Binary Classification. Given two protein amino acid sequences, predict whether they physically interact or not.. Dataset: Human Reference Interactome with 51,813 positive PPI pairs across 8,248 proteins, plus equal number of experimentally-validated negative pairs (1) Protein 1 (ENSG00000183475) has sequence MLHHHCRRNPELQEELQIQAAVAAGDVHTVRKMLEQGYSPNGRDANGWTLLHFSAARGKERCVRVFLEHGADPTVKDLIGGFTALHYAAMHGRARIARLMLESEYRSDIINAKSNDGWTPLHVAAHYGRDSFVRLLLEFKAEVDPLSDKGTTPLQLAIIRERSSCVKILLDHNANIDIQNGFLLRYAVIKSNHSYCRMFLQRGADTNLGRLEDGQTPLHLSALRDDVLCARMLYNYGADTNTRNYEGQTPLAVSISISGSSRPCLDFLQEVTRQPRNLQDLCRIKIRQCIGLQNLKLLDE.... Protein 2 (ENSG00000174943) has sequence MSAEASGPAAAAAPSLEAPKPSGLEPGPAAYGLKPLTPNSKYVKLNVGGSLHYTTLRTLTGQDTMLKAMFSGRVEVLTDAGGWVLIDRSGRHFGTILNYLRDGSVPLPESTRELGELLGEARYYLVQGLIEDCQLALQQKRETLSPLCLIPMVTSPREEQQLLASTSKPVVKLLHNRSNNKYSYTSTSDDNLLKNIELFDKLALRFHGRLLFLKDVLGDEICCWSFYGQGRKIAEVCCTSIVYATEKKQTKVEFPEARIFEETLNILIYETPRGPDPALLEATGGAAGAGGAGRGEDEEN.... Result: 0 (the proteins do not interact). (2) Protein 2 (ENSG00000168301) has sequence MDNGDWGYMMTDPVTLNVGGHLYTTSLTTLTRYPDSMLGAMFGGDFPTARDPQGNYFIDRDGPLFRYVLNFLRTSELTLPLDFKEFDLLRKEADFYQIEPLIQCLNDPKPLYPMDTFEEVVELSSTRKLSKYSNPVAVIITQLTITTKVHSLLEGISNYFTKWNKHMMDTRDCQVSFTFGPCDYHQEVSLRVHLMEYITKQGFTIRNTRVHHMSERANENTVEHNWTFCRLARKTDD*MDNGDWGYMMTDPVTLNVGGHLYTTSLTTLTRYPDSMLGAMFGGDFPTARDPQGNYFIDRDG.... Protein 1 (ENSG00000173597) has sequence MLSPKDILRKDLKLVHGYPMTCAFASNWEKIEQFHSRPDDIVIATYPKSGTTWVSEIIDMILNDGDIEKCKRGFITEKVPMLEMTLPGLRTSGIEQLEKNPSPRIVKTHLPTDLLPKSFWENNCKMIYLARNAKDVSVSYYHFDLMNNLQPFPGTWEEYLEKFLTGKVAYGSWFTHVKNWWKKKEEHPILFLYYEDMKENPKEEIKKIIRFLEKNLNDEILDRIIHHTSFEVMKDNPLVNYTHLPTTVMDHSKSPFMRKGTAGDWKNYFTVAQNEKFDAIYETEMSKTALQFRTEI*MLS.... Result: 0 (the proteins do not interact).